The task is: Predict the reactants needed to synthesize the given product.. This data is from Full USPTO retrosynthesis dataset with 1.9M reactions from patents (1976-2016). Given the product [F:1][C:2]1[CH:7]=[CH:6][C:5]([N:8]2[C:12]([C:13]3[CH:23]=[CH:22][C:16]4[O:17][CH2:18][C:19](=[O:21])[NH:20][C:15]=4[CH:14]=3)=[CH:11][C:10]([CH2:24][CH2:25][CH2:26][OH:27])=[N:9]2)=[CH:4][CH:3]=1, predict the reactants needed to synthesize it. The reactants are: [F:1][C:2]1[CH:7]=[CH:6][C:5]([N:8]2[C:12]([C:13]3[CH:23]=[CH:22][C:16]4[O:17][CH2:18][C:19](=[O:21])[NH:20][C:15]=4[CH:14]=3)=[CH:11][C:10]([CH2:24][CH2:25][C:26](OC)=[O:27])=[N:9]2)=[CH:4][CH:3]=1.[H-].[Al+3].[Li+].[H-].[H-].[H-].